This data is from Forward reaction prediction with 1.9M reactions from USPTO patents (1976-2016). The task is: Predict the product of the given reaction. (1) Given the reactants [C:1]([CH:3]1[CH2:6][N:5]([C:7](=[O:31])[C@H:8]([NH:10][C:11]([C:13]2[C:21]3[C:16](=[N:17][CH:18]=[C:19](Br)[N:20]=3)[N:15]([CH2:23][O:24][CH2:25][CH2:26][Si:27]([CH3:30])([CH3:29])[CH3:28])[CH:14]=2)=[O:12])[CH3:9])[CH2:4]1)#[N:2].[C:32]([C:35]1[CH:36]=[C:37](B(O)O)[CH:38]=[CH:39][CH:40]=1)([OH:34])=[O:33].C([O-])([O-])=O.[Na+].[Na+].Cl, predict the reaction product. The product is: [C:1]([CH:3]1[CH2:6][N:5]([C:7](=[O:31])[C@H:8]([NH:10][C:11]([C:13]2[C:21]3[C:16](=[N:17][CH:18]=[C:19]([C:39]4[CH:40]=[C:35]([CH:36]=[CH:37][CH:38]=4)[C:32]([OH:34])=[O:33])[N:20]=3)[N:15]([CH2:23][O:24][CH2:25][CH2:26][Si:27]([CH3:30])([CH3:29])[CH3:28])[CH:14]=2)=[O:12])[CH3:9])[CH2:4]1)#[N:2]. (2) Given the reactants [NH2:1][C:2]1[CH:12]=[C:11]([NH2:13])[CH:10]=[CH:9][C:3]=1[C:4]([O:6]CC)=[O:5].Cl[CH2:15][CH2:16][CH2:17][S:18](Cl)(=[O:20])=[O:19], predict the reaction product. The product is: [O:19]=[S:18]1(=[O:20])[CH2:17][CH2:16][CH2:15][N:1]1[C:2]1[CH:12]=[C:11]([N:13]2[CH2:15][CH2:16][CH2:17][S:18]2(=[O:20])=[O:19])[CH:10]=[CH:9][C:3]=1[C:4]([OH:6])=[O:5]. (3) Given the reactants [CH3:1][C:2]1([CH3:15])[C@@H:4]2[CH2:5][C:6]3[C:10]([C@H:3]12)=[C:9]([CH3:11])[S:8][C:7]=3[C:12]([OH:14])=O.CN(C(ON1N=NC2C=CC=CC1=2)=[N+](C)C)C.[B-](F)(F)(F)F.C(N(C(C)C)C(C)C)C.Cl.[NH2:48][CH2:49][C:50]1[CH:55]=[CH:54][C:53]([OH:56])=[C:52]([Cl:57])[CH:51]=1, predict the reaction product. The product is: [OH:56][C:53]1[CH:54]=[CH:55][C:50]([CH2:49][NH:48][C:12]([C:7]2[S:8][C:9]([CH3:11])=[C:10]3[C:6]=2[CH2:5][C@H:4]2[C:2]([CH3:1])([CH3:15])[C@H:3]23)=[O:14])=[CH:51][C:52]=1[Cl:57]. (4) Given the reactants I[C:2]1[C:7]2[N:8]=[C:9]([S:12][CH3:13])[N:10]=[CH:11][C:6]=2[C:5](=[O:14])[NH:4][CH:3]=1.CC1(C)C(C)(C)OB([C:23]2[C:31]3[C:26](=[CH:27][C:28]([C:32]([F:35])([F:34])[F:33])=[CH:29][CH:30]=3)[N:25]([S:36]([C:39]3[CH:44]=[CH:43][C:42]([CH3:45])=[CH:41][CH:40]=3)(=[O:38])=[O:37])[CH:24]=2)O1.O.P([O-])([O-])([O-])=O.[K+].[K+].[K+], predict the reaction product. The product is: [CH3:13][S:12][C:9]1[N:10]=[CH:11][C:6]2[C:5](=[O:14])[NH:4][CH:3]=[C:2]([C:23]3[C:31]4[C:26](=[CH:27][C:28]([C:32]([F:34])([F:33])[F:35])=[CH:29][CH:30]=4)[N:25]([S:36]([C:39]4[CH:44]=[CH:43][C:42]([CH3:45])=[CH:41][CH:40]=4)(=[O:38])=[O:37])[CH:24]=3)[C:7]=2[N:8]=1. (5) Given the reactants [NH2:1][C@H:2]1[CH2:7][CH2:6][CH2:5][CH2:4][C@H:3]1[NH:8][C:9]1[N:14]=[C:13]([NH:15][C:16]2[CH:21]=[CH:20][C:19](C3ON=CC=3)=[CH:18][CH:17]=2)[C:12]([C:27]([NH2:29])=[O:28])=[CH:11][N:10]=1.[CH3:30][C:31]1[N:35](C2C=C(C=CC=2)N)[N:34]=[N:33][N:32]=1, predict the reaction product. The product is: [NH2:1][C@H:2]1[CH2:7][CH2:6][CH2:5][CH2:4][C@H:3]1[NH:8][C:9]1[N:14]=[C:13]([NH:15][C:16]2[CH:17]=[CH:18][CH:19]=[C:20]([N:32]3[C:31]([CH3:30])=[N:35][N:34]=[N:33]3)[CH:21]=2)[C:12]([C:27]([NH2:29])=[O:28])=[CH:11][N:10]=1.